Dataset: Peptide-MHC class II binding affinity with 134,281 pairs from IEDB. Task: Regression. Given a peptide amino acid sequence and an MHC pseudo amino acid sequence, predict their binding affinity value. This is MHC class II binding data. (1) The peptide sequence is DLVANQPNLKALREK. The MHC is HLA-DPA10201-DPB10501 with pseudo-sequence HLA-DPA10201-DPB10501. The binding affinity (normalized) is 0.421. (2) The MHC is HLA-DQA10501-DQB10201 with pseudo-sequence HLA-DQA10501-DQB10201. The peptide sequence is SGFLGPLLVLQAGFFLLTR. The binding affinity (normalized) is 0.456. (3) The peptide sequence is DINASFRAAMATTAN. The MHC is DRB1_1001 with pseudo-sequence DRB1_1001. The binding affinity (normalized) is 0.736. (4) The peptide sequence is DESWQQFRQELIPLL. The MHC is DRB1_0401 with pseudo-sequence DRB1_0401. The binding affinity (normalized) is 0.0478. (5) The peptide sequence is QELLDIANYLMEQIQ. The MHC is HLA-DPA10201-DPB10501 with pseudo-sequence HLA-DPA10201-DPB10501. The binding affinity (normalized) is 0. (6) The peptide sequence is PWNAFPGKVCGSNLLSICKT. The MHC is DRB5_0101 with pseudo-sequence DRB5_0101. The binding affinity (normalized) is 0.337. (7) The peptide sequence is RKVCYNAVLTHVKIN. The MHC is H-2-IEd with pseudo-sequence H-2-IEd. The binding affinity (normalized) is 0.206. (8) The peptide sequence is GELQIVVKIDAAFKI. The MHC is DRB1_1302 with pseudo-sequence DRB1_1302. The binding affinity (normalized) is 0.649. (9) The peptide sequence is SMSLFEVDQTKIQYV. The MHC is HLA-DQA10501-DQB10402 with pseudo-sequence HLA-DQA10501-DQB10402. The binding affinity (normalized) is 0.347. (10) The peptide sequence is MIIPKSLAGPISQHN. The MHC is DRB1_0901 with pseudo-sequence DRB1_0901. The binding affinity (normalized) is 0.337.